Dataset: CYP3A4 inhibition data for predicting drug metabolism from PubChem BioAssay. Task: Regression/Classification. Given a drug SMILES string, predict its absorption, distribution, metabolism, or excretion properties. Task type varies by dataset: regression for continuous measurements (e.g., permeability, clearance, half-life) or binary classification for categorical outcomes (e.g., BBB penetration, CYP inhibition). Dataset: cyp3a4_veith. (1) The molecule is CCCn1nnnc1-c1cccc(Cl)c1. The result is 0 (non-inhibitor). (2) The drug is O=C(O)[C@H]1[C@@H]2C=C[C@H](O2)[C@@H]1C(=O)Nc1ccccc1. The result is 0 (non-inhibitor).